This data is from Retrosynthesis with 50K atom-mapped reactions and 10 reaction types from USPTO. The task is: Predict the reactants needed to synthesize the given product. The reactants are: CI.O=C1O[C@]2(CCN(C(=O)C3(c4ccc(-n5c(=O)[nH]c6ccccc65)cc4)CC3)C2)c2ccncc21. Given the product Cn1c(=O)n(-c2ccc(C3(C(=O)N4CC[C@@]5(C4)OC(=O)c4cnccc45)CC3)cc2)c2ccccc21, predict the reactants needed to synthesize it.